From a dataset of Catalyst prediction with 721,799 reactions and 888 catalyst types from USPTO. Predict which catalyst facilitates the given reaction. (1) Reactant: FC(F)(F)C(O)=O.[Br:8][C:9]1[CH:10]=[C:11]([CH:15]2[C:19]([C:22]3[CH:27]=[CH:26][C:25]([Cl:28])=[CH:24][C:23]=3[F:29])([C:20]#[N:21])[CH:18]([CH2:30][C:31]([CH3:34])([CH3:33])[CH3:32])[NH:17][CH:16]2[C:35](O)=[O:36])[CH:12]=[CH:13][CH:14]=1.CC1(C)[O:43][C@@H:42]([CH2:44][CH2:45][NH2:46])[CH2:41][O:40]1.CN(C(ON1N=NC2C=CC=NC1=2)=[N+](C)C)C.F[P-](F)(F)(F)(F)F.CCN(C(C)C)C(C)C.Cl. Product: [OH:43][C@H:42]([CH2:41][OH:40])[CH2:44][CH2:45][NH:46][C:35]([CH:16]1[CH:15]([C:11]2[CH:12]=[CH:13][CH:14]=[C:9]([Br:8])[CH:10]=2)[C:19]([C:22]2[CH:27]=[CH:26][C:25]([Cl:28])=[CH:24][C:23]=2[F:29])([C:20]#[N:21])[CH:18]([CH2:30][C:31]([CH3:33])([CH3:34])[CH3:32])[NH:17]1)=[O:36]. The catalyst class is: 539. (2) Reactant: [N:1]1([CH2:6][CH2:7][O:8][C:9]2[CH:14]=[CH:13][C:12]([NH:15][C:16]3[N:32]=[C:19]4[CH:20]=[CH:21][CH:22]=[C:23]([C:24]5[CH:25]=[C:26]([CH2:30]O)[CH:27]=[CH:28][CH:29]=5)[N:18]4[N:17]=3)=[CH:11][CH:10]=2)[CH2:5][CH2:4][CH2:3][CH2:2]1.C(N(CC)CC)C.CS([Cl:44])(=O)=O. Product: [Cl:44][CH2:30][C:26]1[CH:25]=[C:24]([C:23]2[N:18]3[N:17]=[C:16]([NH:15][C:12]4[CH:13]=[CH:14][C:9]([O:8][CH2:7][CH2:6][N:1]5[CH2:5][CH2:4][CH2:3][CH2:2]5)=[CH:10][CH:11]=4)[N:32]=[C:19]3[CH:20]=[CH:21][CH:22]=2)[CH:29]=[CH:28][CH:27]=1. The catalyst class is: 4. (3) Reactant: [C:1]([C:3]1[CH:8]=[CH:7][C:6]([NH:9][C:10]2[N:11]=[C:12]([O:20][C:21]3[C:28]([CH3:29])=[CH:27][C:24]([C:25]#[N:26])=[CH:23][C:22]=3[CH3:30])[C:13]3[N:18]([CH3:19])[CH:17]=[CH:16][C:14]=3[N:15]=2)=[CH:5][CH:4]=1)#[N:2].C1C(=O)N([Cl:38])C(=O)C1. Product: [Cl:38][C:16]1[C:14]2[N:15]=[C:10]([NH:9][C:6]3[CH:7]=[CH:8][C:3]([C:1]#[N:2])=[CH:4][CH:5]=3)[N:11]=[C:12]([O:20][C:21]3[C:22]([CH3:30])=[CH:23][C:24]([C:25]#[N:26])=[CH:27][C:28]=3[CH3:29])[C:13]=2[N:18]([CH3:19])[CH:17]=1. The catalyst class is: 2. (4) The catalyst class is: 601. Product: [CH3:1][O:2][C:3]1[CH:8]=[C:7]([CH3:9])[CH:6]=[C:5]([CH3:10])[C:4]=1[C:11]1[N:16]2[N:17]=[C:18]([S:28][CH3:29])[C:19]([NH2:20])=[C:15]2[CH:14]=[CH:13][CH:12]=1. Reactant: [CH3:1][O:2][C:3]1[CH:8]=[C:7]([CH3:9])[CH:6]=[C:5]([CH3:10])[C:4]=1[C:11]1[N:16]2[N:17]=[C:18]([S:28][CH3:29])[C:19]([NH:20]C(=O)OC(C)(C)C)=[C:15]2[CH:14]=[CH:13][CH:12]=1.[OH-].[Na+]. (5) Product: [NH2:21][C@@H:17]1[CH2:18][CH2:19][CH2:20][N:15]([C:11]2[N:10]([CH2:29][C:30]3[CH:35]=[C:34]([F:36])[CH:33]=[CH:32][C:31]=3[Cl:37])[C:9]3[C:38](=[O:39])[NH:2][C:1]([C:3]([O:5][CH3:6])=[O:4])=[N:7][C:8]=3[C:12]=2[C:13]#[N:14])[CH2:16]1. Reactant: [C:1]([C:3]([O:5][CH3:6])=[O:4])#[N:2].[NH2:7][C:8]1[C:12]([C:13]#[N:14])=[C:11]([N:15]2[CH2:20][CH2:19][CH2:18][C@@H:17]([NH:21]C(OC(C)(C)C)=O)[CH2:16]2)[N:10]([CH2:29][C:30]2[CH:35]=[C:34]([F:36])[CH:33]=[CH:32][C:31]=2[Cl:37])[C:9]=1[C:38](OCC)=[O:39]. The catalyst class is: 209. (6) Product: [CH3:24][O:15][C:13]([C:6]1[CH:5]=[C:4]2[C:9]([C:10]([CH2:11][N:16]3[CH2:21][CH2:20][O:19][CH2:18][CH2:17]3)=[CH:2][NH:3]2)=[CH:8][CH:7]=1)=[O:14]. The catalyst class is: 26. Reactant: C[C:2]1[NH:3][C:4]2[C:9]([C:10]=1[CH:11]=O)=[CH:8][CH:7]=[C:6]([C:13]([OH:15])=[O:14])[CH:5]=2.[NH:16]1[CH2:21][CH2:20][O:19][CH2:18][CH2:17]1.[BH-](OC(C)=O)(OC(C)=O)O[C:24](C)=O.[Na+]. (7) Reactant: [O:1]1[C:6]2[CH:7]=[CH:8][C:9]([CH:11]=O)=[CH:10][C:5]=2[O:4][CH2:3][CH2:2]1.[C:13]([O:17][C:18](=[O:26])[NH:19][CH:20]1[CH2:25][CH2:24][NH:23][CH2:22][CH2:21]1)([CH3:16])([CH3:15])[CH3:14].C(O[BH-](OC(=O)C)OC(=O)C)(=O)C.[Na+].C(=O)([O-])O.[Na+]. Product: [C:13]([O:17][C:18](=[O:26])[NH:19][CH:20]1[CH2:25][CH2:24][N:23]([CH2:11][C:9]2[CH:8]=[CH:7][C:6]3[O:1][CH2:2][CH2:3][O:4][C:5]=3[CH:10]=2)[CH2:22][CH2:21]1)([CH3:16])([CH3:14])[CH3:15]. The catalyst class is: 671. (8) Reactant: [CH:1]1([C:7]2[C:15]3[C:14](=[O:16])[NH:13][C:12]([C:17]4[CH:22]=[CH:21][C:20]([OH:23])=[CH:19][C:18]=4[O:24][CH3:25])=[N:11][C:10]=3[N:9]([CH3:26])[N:8]=2)[CH2:6][CH2:5][CH2:4][CH2:3][CH2:2]1.C(=O)([O-])[O-].[K+].[K+].Br[CH2:34][CH2:35][OH:36]. Product: [CH:1]1([C:7]2[C:15]3[C:14](=[O:16])[NH:13][C:12]([C:17]4[CH:22]=[CH:21][C:20]([O:23][CH2:34][CH2:35][OH:36])=[CH:19][C:18]=4[O:24][CH3:25])=[N:11][C:10]=3[N:9]([CH3:26])[N:8]=2)[CH2:2][CH2:3][CH2:4][CH2:5][CH2:6]1. The catalyst class is: 9. (9) Reactant: [CH2:1]=[CH:2][C:3]1[CH:8]=[CH:7][CH:6]=[CH:5][CH:4]=1.[CH2:9]=[CH:10][CH:11]=[CH2:12].C([Li])CCC.Cl[SiH](Cl)[SiH3]. Product: [CH2:1]=[CH:2][C:3]1[CH:8]=[CH:7][CH:6]=[CH:5][CH:4]=1.[CH2:9]=[CH:10][CH:11]=[CH2:12].[CH2:1]=[CH:2][C:3]1[CH:8]=[CH:7][CH:6]=[CH:5][CH:4]=1. The catalyst class is: 244. (10) The catalyst class is: 1. Product: [Cl:14][C:9]1[CH:8]=[C:7]([C:16]2([OH:15])[CH2:17][CH2:18][N:19]([C:22]([O:24][C:25]([CH3:27])([CH3:26])[CH3:28])=[O:23])[CH2:20][CH2:21]2)[CH:12]=[CH:11][C:10]=1[Cl:13]. Reactant: [Li]CCCC.Br[C:7]1[CH:12]=[CH:11][C:10]([Cl:13])=[C:9]([Cl:14])[CH:8]=1.[O:15]=[C:16]1[CH2:21][CH2:20][N:19]([C:22]([O:24][C:25]([CH3:28])([CH3:27])[CH3:26])=[O:23])[CH2:18][CH2:17]1.